Dataset: Reaction yield outcomes from USPTO patents with 853,638 reactions. Task: Predict the reaction yield, written as a fraction of the theoretical maximum amount of product (1.0 means a 100% yield; for example, 0.34 means a 34% yield). (1) The reactants are [Li]CCCC.CCCCCC.CC1(C)CCCC(C)(C)N1.[Cl:22][C:23]1[CH:28]=[N:27][CH:26]=[CH:25][N:24]=1.[CH2:29]([Sn:33](Cl)([CH2:38][CH2:39][CH2:40][CH3:41])[CH2:34][CH2:35][CH2:36][CH3:37])[CH2:30][CH2:31][CH3:32].[Li]. The catalyst is C1COCC1. The product is [Cl:22][C:23]1[CH:28]=[N:27][CH:26]=[C:25]([Sn:33]([CH2:34][CH2:35][CH2:36][CH3:37])([CH2:38][CH2:39][CH2:40][CH3:41])[CH2:29][CH2:30][CH2:31][CH3:32])[N:24]=1. The yield is 0.715. (2) The reactants are [H-].[Na+].[CH2:3]=[C:4]([CH2:7][OH:8])[CH2:5][OH:6].[Si:9](Cl)([C:12]([CH3:15])([CH3:14])[CH3:13])([CH3:11])[CH3:10].O. The catalyst is C1COCC1. The product is [Si:9]([O:6][CH2:5][C:4](=[CH2:3])[CH2:7][OH:8])([C:12]([CH3:15])([CH3:14])[CH3:13])([CH3:11])[CH3:10]. The yield is 0.990. (3) The reactants are [C:1]([N:5]1[C:9](=[O:10])[C:8](Cl)=[C:7]([C:12]2[CH:17]=[CH:16][CH:15]=[CH:14][CH:13]=2)[S:6]1(=[O:19])=[O:18])([CH3:4])([CH3:3])[CH3:2].[OH:20][CH2:21][CH2:22][CH2:23][NH2:24]. The catalyst is CC#N. The product is [C:1]([N:5]1[C:9](=[O:10])[C:8]([NH:24][CH2:23][CH2:22][CH2:21][OH:20])=[C:7]([C:12]2[CH:17]=[CH:16][CH:15]=[CH:14][CH:13]=2)[S:6]1(=[O:19])=[O:18])([CH3:4])([CH3:3])[CH3:2]. The yield is 0.430. (4) The reactants are [F:1][C:2]1[CH:7]=[CH:6][C:5]([S:8]([N:11]2[CH2:16][CH2:15][S:14][C:13]3[CH:17]=[CH:18][C:19]([C:21]([O:23]C)=[O:22])=[CH:20][C:12]2=3)(=[O:10])=[O:9])=[CH:4][CH:3]=1.[Li+].[OH-]. The catalyst is C1COCC1.O. The product is [F:1][C:2]1[CH:7]=[CH:6][C:5]([S:8]([N:11]2[CH2:16][CH2:15][S:14][C:13]3[CH:17]=[CH:18][C:19]([C:21]([OH:23])=[O:22])=[CH:20][C:12]2=3)(=[O:9])=[O:10])=[CH:4][CH:3]=1. The yield is 0.650.